The task is: Binary Classification. Given a miRNA mature sequence and a target amino acid sequence, predict their likelihood of interaction.. This data is from Experimentally validated miRNA-target interactions with 360,000+ pairs, plus equal number of negative samples. (1) The miRNA is hsa-miR-4458 with sequence AGAGGUAGGUGUGGAAGAA. The protein sequence of the target gene is MDAVEPGGRGWASMLACRLWKAISRALFAEFLATGLYVFFGVGSVMRWPTALPSVLQIAITFNLVTAMAVQVTWKASGAHANPAVTLAFLVGSHISLPRAVAYVAAQLVGATVGAALLYGVMPGDIRETLGINVVRNSVSTGQAVAVELLLTLQLVLCVFASTDSRQTSGSPATMIGISVALGHLIGIHFTGCSMNPARSFGPAIIIGKFTVHWVFWVGPLMGALLASLIYNFVLFPDTKTLAQRLAILTGTVEVGTGAGAGAEPLKKESQPGSGAVEMESV. Result: 1 (interaction). (2) The miRNA is hsa-miR-4651 with sequence CGGGGUGGGUGAGGUCGGGC. The protein sequence of the target gene is MEPEPEPAAVEVPAGRVLSARELFAARSRSQKLPQRSHGPKDFLPDGSAAQAERLRRCREELWQLLAEQRVERLGSLVAAEWRPEEGFVELKSPAGKFWQTMGFSEQGRQRLHPEEALYLLECGSIHLFHQDLPLSIQEAYQLLLTDHTVTFLQYQVFSHLKRLGYVVRRFQPSSVLSPYERQLNLDASVQHLEDGDGKRKRSSSSPRSINKKAKALDNSLQPKSLAASSPPPCSQPSQCPEEKPQESSPMKGPGGPFQLLGSLGPSPGPAREGVGCSWESGRAENGVTGAGKRRWNFEQ.... Result: 0 (no interaction). (3) The miRNA is hsa-miR-30e-5p with sequence UGUAAACAUCCUUGACUGGAAG. The protein sequence of the target gene is MKRERGALSRASRALRLSPFVYLLLIQPVPLEGVNITSPVRLIHGTVGKSALLSVQYSSTSSDKPVVKWQLKRDKPVTVVQSIGTEVIGTLRPDYRDRIRLFENGSLLLSDLQLADEGTYEVEISITDDTFTGEKTINLTVDVPISRPQVLVASTTVLELSEAFTLNCSHENGTKPSYTWLKDGKPLLNDSRMLLSPDQKVLTITRVLMEDDDLYSCVVENPISQVRSLPVKITVYRRSSLYIILSTGGIFLLVTLVTVCACWKPSKKSRKKRKLEKQNSLEYMDQNDDRLKSEADTLPR.... Result: 0 (no interaction).